Dataset: Forward reaction prediction with 1.9M reactions from USPTO patents (1976-2016). Task: Predict the product of the given reaction. Given the reactants Cl.[N:2]1[CH:7]=[CH:6][CH:5]=[CH:4][C:3]=1[CH2:8][C:9]([OH:11])=O.[NH2:12][C@@H:13]([CH2:31][O:32][CH2:33][C:34]1[CH:39]=[CH:38][CH:37]=[CH:36][CH:35]=1)[C:14]([NH:16][C:17]1[CH:22]=[CH:21][C:20]([O:23][C:24]2[CH:29]=[CH:28][C:27]([F:30])=[CH:26][CH:25]=2)=[CH:19][CH:18]=1)=[O:15], predict the reaction product. The product is: [CH2:33]([O:32][CH2:31][C@H:13]([NH:12][C:9](=[O:11])[CH2:8][C:3]1[CH:4]=[CH:5][CH:6]=[CH:7][N:2]=1)[C:14]([NH:16][C:17]1[CH:22]=[CH:21][C:20]([O:23][C:24]2[CH:29]=[CH:28][C:27]([F:30])=[CH:26][CH:25]=2)=[CH:19][CH:18]=1)=[O:15])[C:34]1[CH:39]=[CH:38][CH:37]=[CH:36][CH:35]=1.